This data is from Forward reaction prediction with 1.9M reactions from USPTO patents (1976-2016). The task is: Predict the product of the given reaction. (1) Given the reactants [Si:1]([O:8][CH2:9][CH2:10][NH:11][CH2:12][CH2:13][C:14]([O:16][CH2:17][C:18]1[CH:23]=[CH:22][CH:21]=[CH:20][CH:19]=1)=[O:15])([C:4]([CH3:7])([CH3:6])[CH3:5])([CH3:3])[CH3:2].CCN(CC)CC.[Br-:31].C1C[O:35][CH2:34][CH2:33]1, predict the reaction product. The product is: [Br:31][CH2:33][C:34]([N:11]([CH2:12][CH2:13][C:14]([O:16][CH2:17][C:18]1[CH:23]=[CH:22][CH:21]=[CH:20][CH:19]=1)=[O:15])[CH2:10][CH2:9][O:8][Si:1]([C:4]([CH3:6])([CH3:7])[CH3:5])([CH3:3])[CH3:2])=[O:35]. (2) Given the reactants [Cl:1][C:2]1[C:7]2[CH:8]=[N:9][NH:10][C:6]=2[CH:5]=[C:4]([CH3:11])[N:3]=1.[OH-].[K+].[I:14]I.S(S([O-])=O)([O-])(=O)=O.[Na+].[Na+], predict the reaction product. The product is: [Cl:1][C:2]1[C:7]2[C:8]([I:14])=[N:9][NH:10][C:6]=2[CH:5]=[C:4]([CH3:11])[N:3]=1. (3) Given the reactants [F:1][CH2:2][CH2:3][NH:4][C:5]([N:7]1[C:15]2[C:10](=[CH:11][C:12]([O:16][C:17]3[CH:22]=[CH:21][N:20]=[C:19]([NH:23][C:24]([CH:26]4[CH2:31][CH2:30][N:29](C(OC(C)(C)C)=O)[CH2:28][CH2:27]4)=[O:25])[CH:18]=3)=[CH:13][CH:14]=2)[CH:9]=[CH:8]1)=[O:6].C(OCC)(=O)C.[Na], predict the reaction product. The product is: [F:1][CH2:2][CH2:3][NH:4][C:5]([N:7]1[C:15]2[C:10](=[CH:11][C:12]([O:16][C:17]3[CH:22]=[CH:21][N:20]=[C:19]([NH:23][C:24]([CH:26]4[CH2:27][CH2:28][NH:29][CH2:30][CH2:31]4)=[O:25])[CH:18]=3)=[CH:13][CH:14]=2)[CH:9]=[CH:8]1)=[O:6]. (4) Given the reactants CN(C)C1N=CC([C:9]2[N:10]=[C:11]([CH2:36][CH3:37])[C:12]([NH:17][C@H:18]3[C@@H:22]([O:23][CH2:24][CH3:25])[CH2:21][N:20]([C:26]([O:28][CH2:29][C:30]4[CH:35]=[CH:34][CH:33]=[CH:32][CH:31]=4)=[O:27])[CH2:19]3)=[N:13][C:14]=2[CH2:15][CH3:16])=C(C)C=1.[CH3:40][C:41]1[CH:46]=[C:45]([O:47][CH3:48])[CH:44]=[CH:43][C:42]=1B(O)O, predict the reaction product. The product is: [CH2:36]([C:11]1[C:12]([NH:17][C@H:18]2[C@@H:22]([O:23][CH2:24][CH3:25])[CH2:21][N:20]([C:26]([O:28][CH2:29][C:30]3[CH:31]=[CH:32][CH:33]=[CH:34][CH:35]=3)=[O:27])[CH2:19]2)=[N:13][C:14]([CH2:15][CH3:16])=[C:9]([C:42]2[CH:43]=[CH:44][C:45]([O:47][CH3:48])=[CH:46][C:41]=2[CH3:40])[N:10]=1)[CH3:37].